Predict the reaction yield, written as a fraction of the theoretical maximum amount of product (1.0 means a 100% yield; for example, 0.34 means a 34% yield). From a dataset of Reaction yield outcomes from USPTO patents with 853,638 reactions. (1) The reactants are Cl[C:2]1[C:11]2[C:6](=[CH:7][C:8]([C:12]([O:14][CH3:15])=[O:13])=[CH:9][CH:10]=2)[N:5]=[CH:4][N:3]=1.[F:16][C:17]([F:27])([F:26])[O:18][C:19]1[CH:25]=[CH:24][C:22]([NH2:23])=[CH:21][CH:20]=1. The catalyst is C(O)(CC)C. The product is [F:16][C:17]([F:26])([F:27])[O:18][C:19]1[CH:20]=[CH:21][C:22]([NH:23][C:2]2[C:11]3[C:6](=[CH:7][C:8]([C:12]([O:14][CH3:15])=[O:13])=[CH:9][CH:10]=3)[N:5]=[CH:4][N:3]=2)=[CH:24][CH:25]=1. The yield is 0.910. (2) The reactants are [CH3:1][S:2][CH:3]([C:5]1[CH:6]=[CH:7][C:8]([C:11]([F:17])([F:16])[C:12]([F:15])([F:14])[F:13])=[N:9][CH:10]=1)[CH3:4].[N:18]#[C:19][NH2:20].C(O)(=O)C.C(O)(=O)C.IC1C=CC=CC=1. The catalyst is C1COCC1. The product is [F:16][C:11]([F:17])([C:8]1[N:9]=[CH:10][C:5]([CH:3]([S:2]([CH3:1])=[N:20][C:19]#[N:18])[CH3:4])=[CH:6][CH:7]=1)[C:12]([F:13])([F:14])[F:15]. The yield is 0.850. (3) The yield is 0.0400. The catalyst is CN(C=O)C. The product is [CH2:28]([N:11]1[C:12]([CH3:19])=[C:13]([C:14]([O:16][CH2:17][CH3:18])=[O:15])[CH:8]([C:5]2[CH:4]=[CH:3][C:2]([Br:1])=[CH:7][CH:6]=2)[C:9]([C:21]([O:23][CH2:24][CH3:25])=[O:22])=[C:10]1[CH3:20])[C:29]1[CH:34]=[CH:33][CH:32]=[CH:31][CH:30]=1. The reactants are [Br:1][C:2]1[CH:7]=[CH:6][C:5]([CH:8]2[C:13]([C:14]([O:16][CH2:17][CH3:18])=[O:15])=[C:12]([CH3:19])[NH:11][C:10]([CH3:20])=[C:9]2[C:21]([O:23][CH2:24][CH3:25])=[O:22])=[CH:4][CH:3]=1.[H-].[Na+].[CH2:28](Cl)[C:29]1[CH:34]=[CH:33][CH:32]=[CH:31][CH:30]=1.[NH4+].[Cl-]. (4) The reactants are [NH2:1][CH:2]([P:6](=[O:9])([OH:8])[OH:7])[CH:3]([CH3:5])[CH3:4].[OH-].[Na+].[C:12]1([CH2:18][CH2:19][C:20](Cl)=[O:21])[CH:17]=[CH:16][CH:15]=[CH:14][CH:13]=1. The catalyst is O. The product is [CH3:4][CH:3]([CH3:5])[CH:2]([P:6](=[O:8])([OH:7])[OH:9])[NH:1][C:20](=[O:21])[CH2:19][CH2:18][C:12]1[CH:17]=[CH:16][CH:15]=[CH:14][CH:13]=1. The yield is 0.110.